This data is from Full USPTO retrosynthesis dataset with 1.9M reactions from patents (1976-2016). The task is: Predict the reactants needed to synthesize the given product. (1) Given the product [Br:38][C:39]1[N:43]2[CH2:44][CH2:45][N:46]([C:48]([O:50][C:51]([CH3:52])([CH3:54])[CH3:53])=[O:49])[CH2:47][C:42]2=[C:41]([C:55](=[O:56])[NH:32][C@@H:31]([C:33]([CH3:36])([CH3:35])[CH3:34])[C:30]([NH:29][CH3:28])=[O:37])[N:40]=1, predict the reactants needed to synthesize it. The reactants are: CC(C)(C)[C@H](NC(C1N=C(C2C=CC=CC=2)N2CCNCC=12)=O)C(NC)=O.[CH3:28][NH:29][C:30](=[O:37])[C@H:31]([C:33]([CH3:36])([CH3:35])[CH3:34])[NH2:32].[Br:38][C:39]1[N:43]2[CH2:44][CH2:45][N:46]([C:48]([O:50][C:51]([CH3:54])([CH3:53])[CH3:52])=[O:49])[CH2:47][C:42]2=[C:41]([C:55](O)=[O:56])[N:40]=1. (2) Given the product [C:2]1([CH3:10])[CH:7]=[CH:6][CH:5]=[CH:4][C:3]=1[N:8]1[C:29]([C:31]2[CH:41]=[CH:40][C:34]3[O:35][CH2:36][C:37](=[O:39])[NH:38][C:33]=3[CH:32]=2)=[CH:28][C:27]([C:26]([F:44])([F:43])[F:25])=[N:9]1, predict the reactants needed to synthesize it. The reactants are: Cl.[C:2]1([CH3:10])[CH:7]=[CH:6][CH:5]=[CH:4][C:3]=1[NH:8][NH2:9].C(N(CC)CC)C.C(O)(C(F)(F)F)=O.[F:25][C:26]([F:44])([F:43])[C:27](=O)[CH2:28][C:29]([C:31]1[CH:41]=[CH:40][C:34]2[O:35][CH2:36][C:37](=[O:39])[NH:38][C:33]=2[CH:32]=1)=O.